Dataset: Drug-target binding data from BindingDB using Ki measurements. Task: Regression. Given a target protein amino acid sequence and a drug SMILES string, predict the binding affinity score between them. We predict pKi (pKi = -log10(Ki in M); higher means stronger inhibition). Dataset: bindingdb_ki. (1) The pKi is 6.6. The target protein (P26918) has sequence MMKGWMKCGLAGAVVLMASFWGGSVRAAGMSLTQVSGPVYVVEDNYYVQENSMVYFGAKGVTVVGATWTPDTARELHKLIKRVSRKPVLEVINTNYHTDRAGGNAYWKSIGAKVVSTRQTRDLMKSDWAEIVAFTRKGLPEYPDLPLVLPNVVHDGDFTLQEGKVRAFYAGPAHTPDGIFVYFPDEQVLYGNCILKEKLGNLSFADVKAYPQTLERLKAMKLPIKTVIGGHDSPLHGPELIDHYEALIKAAPQS. The small molecule is CC(C)OP(=O)(OC(C)C)C(S)c1ccccc1. (2) The small molecule is CCC[C@H](N)C(=O)N1CCC[C@H]1C(N)=O. The target protein (Q64560) has sequence MATAATEEPFPFHGLLPKKETGASSFLCRYPEYDGRGVLIAVLDTGVDPGAPGMQVTTDGKPKIIDIIDTTGSGDVNTATEVEPKDGEITGLSGRVLKIPANWTNPSGKYHIGIKNGYDFYPKALKERIQKERKEKIWDPIHRVALAEACRKQEEFDIANNGSSQANKLIKEELQSQVELLNSFEKKYSDPGPVYDCLVWHDGETWRACVDSNENGDLGKSTVLRNYKEAQEYGSFGTAEMLNYSVNIYDDGNLLSIVTSGGAHGTHVASIAAGHFPEEPERNGVAPGAQILSIKIGDTRLSTMETGTGLIRAMIEVINHKCDLVNYSYGEATHWPNSGRICEVINEAVWKHNTIYVSSAGNNGPCLSTVGCPGGTTSSVIGVGAYVSPDMMVAEYSLREKLPANQYTWSSRGPSADGALGVSISAPGGAIASVPNWTLRGTQLMNGTSMSSPNACGGIALVLSGLKANNVDYTVHSVRRALENTAIKADNIEVFAQGHG.... The pKi is 5.8. (3) The pKi is 3.7. The target protein (Q07010) has sequence MEPACKYDFATSVLFTEAELHTRMRGVAQRIADDYSNCNLKPLENPLVIVSVLKGSFVFTADMVRILGDFGVPTRVEFLRASSYGHDTKSCGRVDVKADGLCDIRGKHVLVLEDILDTALTLREVVDSLKKSEPASIKTLVAIDKPGGRKIPFTAEYVVADVPNVFVVGYGLDYDQSYREVRDVVILKPSVYETWGKELERRKAAGEAKR. The drug is NCCCC(O)(P(=O)(O)O)P(=O)(O)O. (4) The small molecule is CCc1ccc(Oc2ccccc2)c(O)c1. The target protein sequence is MGFLAGKKILITGLLSNKSIAYGIAKAMHREGAELAFTYVGQFKDRVEKLCAEFNPAAVLPCDVTSDQEIKDLFVELGKVWDGLDAIVHSIAFAPRDQLEGNFIDCVTREGFSIAHDISAYSFAALAKEGRSMMKNRNASMVALTYIGAEKAMPSYNTMGIAKASLEATVRYTALALGEDGIKVNAVSAGPIKTLAASGISNFKKMLDYNAMVSPLKKNVDIMEVGNTVAFLCSDMATGITGEVVHVDAGYHCVSMGNVL. The pKi is 8.7. (5) The pKi is 9.0. The small molecule is NCCc1c[nH]c2ccc(C(N)=O)cc12. The target protein (P32304) has sequence MMDVNSSGRPDLYGHLRSLILPEVGRRLQDLSPDGGAHSVVSSWMPHLLSGFPEVTASPAPTWDAPPDNVSGCGEQINYGRVEKVVIGSILTLITLLTIAGNCLVVISVCFVKKLRQPSNYLIVSLALADLSVAVAVMPFVSVTDLIGGKWIFGHFFCNVFIAMDVMCCTASIMTLCVISIDRYLGITRPLTYPVRQNGKCMAKMILSVWLLSASITLPPLFGWAQNVNDDKVCLISQDFGYTIYSTAVAFYIPMSVMLFMYYQIYKAARKSAAKHKFSGFPRVQPESVISLNGVVKLQKEVEECANLSRLLKHERKNISIFKREQKAATTLGIIVGAFTVCWLPFFLLSTARPFICGTSCSCIPLWVERTCLWLGYANSLINPFIYAFFNRDLRTTYRSLLQCQYRNINRKLSAAGMHEALKLAERPERSEFVLQNCDHCGKKGHDT. (6) The drug is CC1(C)N=C(N)N=C(N)N1c1ccc(C#N)cc1. The target protein (P00378) has sequence VRSLNSIVAVCQNMGIGKDGNLPWPPLRNEYKYFQRMTSTSHVEGKQNAVIMGKKTWFSIPEKNRPLKDRINIVLSRELKEAPKGAHYLSKSLDDALALLDSPELKSKVDMVWIVGGTAVYKAAMEKPINHRLFVTRILHEFESDTFFPEIDYKDFKLLTEYPGVPADIQEEDGIQYKFEVYQKSVLAQ. The pKi is 5.0.